The task is: Predict the product of the given reaction.. This data is from Forward reaction prediction with 1.9M reactions from USPTO patents (1976-2016). (1) Given the reactants [O:1]([CH2:8][CH2:9][CH2:10][N:11]1[CH2:16][CH2:15][CH2:14][CH2:13][CH2:12]1)[C:2]1[CH:7]=[CH:6][CH:5]=[CH:4][CH:3]=1.C([O-])(=O)C([O-])=O.[NH2:23][CH2:24][CH2:25][CH2:26][CH2:27][C:28](O)=O.[OH-].[Na+], predict the reaction product. The product is: [N:11]1([CH2:10][CH2:9][CH2:8][O:1][C:2]2[CH:7]=[CH:6][C:5]([C:28]3[CH2:27][CH2:26][CH2:25][CH2:24][N:23]=3)=[CH:4][CH:3]=2)[CH2:16][CH2:15][CH2:14][CH2:13][CH2:12]1. (2) Given the reactants [CH:1]1[C:6]([Cl:7])=[CH:5][CH:4]=[C:3]([Cl:8])[CH:2]=1.[Al+3].[Cl-].[Cl-].[Cl-].[C:13](Cl)(=[O:15])[CH3:14], predict the reaction product. The product is: [CH3:14][C:13]([C:4]1[CH:5]=[C:6]([Cl:7])[CH:1]=[CH:2][C:3]=1[Cl:8])=[O:15]. (3) The product is: [Cl:17][C:6]1[CH:7]=[N:8][C:9]2[C:14]([C:5]=1[C:2]#[N:3])=[N:13][C:12]([O:15][CH3:16])=[CH:11][CH:10]=2. Given the reactants [Cu][C:2]#[N:3].Br[C:5]1[C:6]([Cl:17])=[CH:7][N:8]=[C:9]2[C:14]=1[N:13]=[C:12]([O:15][CH3:16])[CH:11]=[CH:10]2.[Cl-].[NH4+], predict the reaction product. (4) Given the reactants [CH3:1][O:2][C:3]1[CH:4]=[C:5]([NH:9][C:10]2[CH:18]=[CH:17][CH:16]=[C:12]([C:13]([OH:15])=O)[C:11]=2[C:19]([OH:21])=O)[CH:6]=[CH:7][CH:8]=1.Cl.[NH2:23][CH:24]1[CH2:30][CH2:29][C:28](=[O:31])[NH:27][C:25]1=[O:26], predict the reaction product. The product is: [O:26]=[C:25]1[CH:24]([N:23]2[C:19](=[O:21])[C:11]3[C:12](=[CH:16][CH:17]=[CH:18][C:10]=3[NH:9][C:5]3[CH:6]=[CH:7][CH:8]=[C:3]([O:2][CH3:1])[CH:4]=3)[C:13]2=[O:15])[CH2:30][CH2:29][C:28](=[O:31])[NH:27]1.